Dataset: Full USPTO retrosynthesis dataset with 1.9M reactions from patents (1976-2016). Task: Predict the reactants needed to synthesize the given product. The reactants are: [C:1]1([C:7]2[N:8]=[C:9]([C@H:12]3[CH2:24][C:23]4[C:22]5[C:17](=[CH:18][CH:19]=[CH:20][CH:21]=5)[NH:16][C:15]=4[CH:14]([C@@H:25]4[CH2:29][CH2:28][CH2:27][N:26]4C(OC(C)(C)C)=O)[NH:13]3)[NH:10][CH:11]=2)[CH:6]=[CH:5][CH:4]=[CH:3][CH:2]=1.C(O)(C(F)(F)F)=O. Given the product [C:1]1([C:7]2[N:8]=[C:9]([C@H:12]3[CH2:24][C:23]4[C:22]5[C:17](=[CH:18][CH:19]=[CH:20][CH:21]=5)[NH:16][C:15]=4[CH:14]([C@@H:25]4[CH2:29][CH2:28][CH2:27][NH:26]4)[NH:13]3)[NH:10][CH:11]=2)[CH:2]=[CH:3][CH:4]=[CH:5][CH:6]=1, predict the reactants needed to synthesize it.